Predict the product of the given reaction. From a dataset of Forward reaction prediction with 1.9M reactions from USPTO patents (1976-2016). (1) Given the reactants [CH3:1][O:2][C:3]1[C:7]([O:8][CH3:9])=[CH:6][S:5][CH:4]=1.[CH3:10][O:11][CH2:12][CH2:13][O:14][CH2:15][CH2:16][O:17][CH2:18][CH2:19][O:20][CH2:21]C(O)CO.C(Cl)Cl, predict the reaction product. The product is: [CH3:21][O:20][CH2:19][CH2:18][O:17][CH2:16][CH2:15][O:14][CH2:13][CH2:12][O:11][CH2:10][CH:1]1[O:2][C:3]2=[CH:4][S:5][CH:6]=[C:7]2[O:8][CH2:9]1. (2) Given the reactants [O:1]1[C:6]2[CH:7]=[CH:8][C:9]([S:11]([N:14]([CH2:19][C@H:20]3[O:24][C:23]([CH3:26])([CH3:25])[N:22]([C:27]([O:29][C@@H:30]4[C@H:37]5[C@H:33]([O:34][CH2:35][CH2:36]5)[O:32][CH2:31]4)=[O:28])[C@H:21]3[CH2:38][C:39]3[CH:44]=[CH:43][C:42]([OH:45])=[CH:41][CH:40]=3)[CH2:15][CH:16]([CH3:18])[CH3:17])(=[O:13])=[O:12])=[CH:10][C:5]=2[O:4][CH2:3][CH2:2]1.Cl.[N:47]1[CH:52]=[CH:51][CH:50]=[CH:49][C:48]=1[CH2:53]Cl.C(=O)([O-])[O-].[Cs+].[Cs+], predict the reaction product. The product is: [O:1]1[C:6]2[CH:7]=[CH:8][C:9]([S:11]([N:14]([CH2:19][C@H:20]3[O:24][C:23]([CH3:26])([CH3:25])[N:22]([C:27]([O:29][C@@H:30]4[C@H:37]5[C@H:33]([O:34][CH2:35][CH2:36]5)[O:32][CH2:31]4)=[O:28])[C@H:21]3[CH2:38][C:39]3[CH:44]=[CH:43][C:42]([O:45][CH2:53][C:48]4[CH:49]=[CH:50][CH:51]=[CH:52][N:47]=4)=[CH:41][CH:40]=3)[CH2:15][CH:16]([CH3:17])[CH3:18])(=[O:12])=[O:13])=[CH:10][C:5]=2[O:4][CH2:3][CH2:2]1. (3) Given the reactants [Cl:1][C:2]1[CH:3]=[CH:4][C:5]([OH:16])=[C:6]([C:8](=[O:15])[CH2:9][N:10]2[CH:14]=[CH:13][N:12]=[CH:11]2)[CH:7]=1.[CH3:17][Mg]Br, predict the reaction product. The product is: [Cl:1][C:2]1[CH:3]=[CH:4][C:5]([OH:16])=[C:6]([C:8]([OH:15])([CH3:17])[CH2:9][N:10]2[CH:14]=[CH:13][N:12]=[CH:11]2)[CH:7]=1.